This data is from Forward reaction prediction with 1.9M reactions from USPTO patents (1976-2016). The task is: Predict the product of the given reaction. (1) Given the reactants [Li+].CCC[CH2-].[CH2:6]([C:9]1[S:10][CH:11]=[CH:12][N:13]=1)[CH2:7][CH3:8].[Cl:14][C:15]1[N:16]=[N:17][C:18](Cl)=[CH:19][CH:20]=1.Cl.C([O-])([O-])=O.[Na+].[Na+], predict the reaction product. The product is: [Cl:14][C:15]1[N:16]=[N:17][C:18]([C:11]2[S:10][C:9]([CH2:6][CH2:7][CH3:8])=[N:13][CH:12]=2)=[CH:19][CH:20]=1. (2) Given the reactants [N:1]([CH3:4])=[C:2]=[O:3].[F:5][C:6]1[C:7]([C:24]2[CH:29]=[CH:28][C:27]([F:30])=[CH:26][C:25]=2[O:31][CH3:32])=[N:8][C:9]([NH:12][C:13]2[CH:18]=[CH:17][CH:16]=[C:15]([CH2:19][S:20]([CH3:23])(=[NH:22])=[O:21])[CH:14]=2)=[N:10][CH:11]=1.C(N(CC)CC)C, predict the reaction product. The product is: [F:5][C:6]1[C:7]([C:24]2[CH:29]=[CH:28][C:27]([F:30])=[CH:26][C:25]=2[O:31][CH3:32])=[N:8][C:9]([NH:12][C:13]2[CH:14]=[C:15]([CH:16]=[CH:17][CH:18]=2)[CH2:19][S:20]([CH3:23])(=[O:21])=[N:22][C:2]([NH:1][CH3:4])=[O:3])=[N:10][CH:11]=1. (3) Given the reactants [Br:1]Br.[OH:3][C:4]1[CH:5]=[C:6]2[C:11](=[CH:12][CH:13]=1)[C:10]([C:14]1[O:15][C:16]3[CH:22]=[C:21]([OH:23])[CH:20]=[CH:19][C:17]=3[N:18]=1)=[CH:9][CH:8]=[CH:7]2.O, predict the reaction product. The product is: [Br:1][C:5]1[C:4]([OH:3])=[CH:13][CH:12]=[C:11]2[C:6]=1[CH:7]=[CH:8][CH:9]=[C:10]2[C:14]1[O:15][C:16]2[CH:22]=[C:21]([OH:23])[CH:20]=[CH:19][C:17]=2[N:18]=1.